Dataset: CYP2C9 inhibition data for predicting drug metabolism from PubChem BioAssay. Task: Regression/Classification. Given a drug SMILES string, predict its absorption, distribution, metabolism, or excretion properties. Task type varies by dataset: regression for continuous measurements (e.g., permeability, clearance, half-life) or binary classification for categorical outcomes (e.g., BBB penetration, CYP inhibition). Dataset: cyp2c9_veith. (1) The compound is CCOP(=O)(OCC)C(NC(C)=O)C(Cl)(Cl)Cl. The result is 0 (non-inhibitor). (2) The molecule is Cc1nc(NS(=O)(=O)c2ccc(Br)cc2)c2c3c(sc2n1)CCC3. The result is 1 (inhibitor). (3) The compound is Cc1ccc(-c2nn(CC(C)(C)C)c3ncnc(N)c23)cc1. The result is 0 (non-inhibitor). (4) The drug is Cc1cc2nc3c(=O)[nH]c(=O)nc-3n(C[C@@H](O)[C@@H](O)[C@@H](O)CO)c2cc1C. The result is 0 (non-inhibitor).